From a dataset of NCI-60 drug combinations with 297,098 pairs across 59 cell lines. Regression. Given two drug SMILES strings and cell line genomic features, predict the synergy score measuring deviation from expected non-interaction effect. (1) Drug 1: CC1C(C(CC(O1)OC2CC(CC3=C2C(=C4C(=C3O)C(=O)C5=C(C4=O)C(=CC=C5)OC)O)(C(=O)C)O)N)O.Cl. Drug 2: C1CCC(CC1)NC(=O)N(CCCl)N=O. Cell line: SW-620. Synergy scores: CSS=23.1, Synergy_ZIP=-8.85, Synergy_Bliss=-5.45, Synergy_Loewe=-18.2, Synergy_HSA=-4.43. (2) Drug 1: CN(C(=O)NC(C=O)C(C(C(CO)O)O)O)N=O. Drug 2: C(CN)CNCCSP(=O)(O)O. Cell line: ACHN. Synergy scores: CSS=-0.268, Synergy_ZIP=-0.713, Synergy_Bliss=-0.877, Synergy_Loewe=-3.11, Synergy_HSA=-2.93. (3) Drug 1: C1CC(=O)NC(=O)C1N2CC3=C(C2=O)C=CC=C3N. Drug 2: C1CN(P(=O)(OC1)NCCCl)CCCl. Cell line: HCT-15. Synergy scores: CSS=2.18, Synergy_ZIP=-0.799, Synergy_Bliss=0.185, Synergy_Loewe=-0.254, Synergy_HSA=-0.128. (4) Drug 1: C1CCN(CC1)CCOC2=CC=C(C=C2)C(=O)C3=C(SC4=C3C=CC(=C4)O)C5=CC=C(C=C5)O. Drug 2: CC1C(C(CC(O1)OC2CC(OC(C2O)C)OC3=CC4=CC5=C(C(=O)C(C(C5)C(C(=O)C(C(C)O)O)OC)OC6CC(C(C(O6)C)O)OC7CC(C(C(O7)C)O)OC8CC(C(C(O8)C)O)(C)O)C(=C4C(=C3C)O)O)O)O. Cell line: U251. Synergy scores: CSS=5.79, Synergy_ZIP=-8.70, Synergy_Bliss=-11.7, Synergy_Loewe=-45.5, Synergy_HSA=-11.2. (5) Drug 1: C1=NC2=C(N1)C(=S)N=CN2. Drug 2: C1=NNC2=C1C(=O)NC=N2. Cell line: BT-549. Synergy scores: CSS=12.8, Synergy_ZIP=-9.36, Synergy_Bliss=-1.21, Synergy_Loewe=-11.8, Synergy_HSA=-2.03. (6) Synergy scores: CSS=44.9, Synergy_ZIP=4.30, Synergy_Bliss=7.04, Synergy_Loewe=-18.7, Synergy_HSA=0.463. Drug 2: CC1C(C(CC(O1)OC2CC(CC3=C2C(=C4C(=C3O)C(=O)C5=C(C4=O)C(=CC=C5)OC)O)(C(=O)CO)O)N)O.Cl. Drug 1: CC1=C(C=C(C=C1)NC2=NC=CC(=N2)N(C)C3=CC4=NN(C(=C4C=C3)C)C)S(=O)(=O)N.Cl. Cell line: HCC-2998.